Dataset: Forward reaction prediction with 1.9M reactions from USPTO patents (1976-2016). Task: Predict the product of the given reaction. (1) Given the reactants [CH2:1]([O:8][C:9]1[CH:14]=[CH:13][CH:12]=[CH:11][C:10]=1[C:15](=O)[CH3:16])[C:2]1[CH:7]=[CH:6][CH:5]=[CH:4][CH:3]=1.[C:18]([O:22][C:23]([NH:25][C@H:26]([CH:34]=O)[CH2:27][C:28]1[CH:33]=[CH:32][CH:31]=[CH:30][CH:29]=1)=[O:24])([CH3:21])([CH3:20])[CH3:19].[C:36]([CH2:38][C:39]([O:41][C:42]([CH3:45])([CH3:44])[CH3:43])=[O:40])#[N:37].C([O-])(=O)C.[NH4+:50], predict the reaction product. The product is: [NH2:37][C:36]1[NH:50][C:15]([C:10]2[CH:11]=[CH:12][CH:13]=[CH:14][C:9]=2[O:8][CH2:1][C:2]2[CH:7]=[CH:6][CH:5]=[CH:4][CH:3]=2)=[CH:16][CH:34]([CH:26]([NH:25][C:23]([O:22][C:18]([CH3:19])([CH3:20])[CH3:21])=[O:24])[CH2:27][C:28]2[CH:29]=[CH:30][CH:31]=[CH:32][CH:33]=2)[C:38]=1[C:39]([O:41][C:42]([CH3:45])([CH3:44])[CH3:43])=[O:40]. (2) Given the reactants CS(O[CH:6]1[CH2:11][CH2:10][N:9]([C:12]([O:14][C:15]([CH3:18])([CH3:17])[CH3:16])=[O:13])[CH2:8][CH2:7]1)(=O)=O.C(=O)([O-])[O-].[K+].[K+].[N+:25]([C:28]1[CH:29]=[C:30]2[C:34](=[CH:35][CH:36]=1)[NH:33][N:32]=[CH:31]2)([O-:27])=[O:26], predict the reaction product. The product is: [N+:25]([C:28]1[CH:29]=[C:30]2[C:34](=[CH:35][CH:36]=1)[N:33]([CH:6]1[CH2:11][CH2:10][N:9]([C:12]([O:14][C:15]([CH3:18])([CH3:17])[CH3:16])=[O:13])[CH2:8][CH2:7]1)[N:32]=[CH:31]2)([O-:27])=[O:26]. (3) Given the reactants CS(O[CH2:6][C@H:7]1[N:18]2[C:19]3[C:10](=[C:11]([F:21])[CH:12]=[N:13][C:14]=3[CH:15]=[CH:16][C:17]2=[O:20])[O:9][CH2:8]1)(=O)=O.[NH:22]1[CH2:27][CH2:26][CH:25]([NH:28][C:29](=[O:35])[O:30][C:31]([CH3:34])([CH3:33])[CH3:32])[CH2:24][CH2:23]1, predict the reaction product. The product is: [F:21][C:11]1[CH:12]=[N:13][C:14]2[CH:15]=[CH:16][C:17](=[O:20])[N:18]3[C@H:7]([CH2:6][N:22]4[CH2:23][CH2:24][CH:25]([NH:28][C:29](=[O:35])[O:30][C:31]([CH3:33])([CH3:32])[CH3:34])[CH2:26][CH2:27]4)[CH2:8][O:9][C:10]=1[C:19]=23. (4) Given the reactants [H-].[Na+].C([O:5][C:6](=O)[CH2:7][NH:8][C:9](=[O:34])[CH2:10][C:11]1[N:15](C(OC(C)(C)C)=O)[C:14]2[CH:23]=[C:24]([N:28]3[CH2:33][CH2:32][O:31][CH2:30][CH2:29]3)[CH:25]=[C:26]([CH3:27])[C:13]=2[N:12]=1)C.C(OCC)(=O)C.Cl, predict the reaction product. The product is: [OH:5][C:6]1[CH2:7][NH:8][C:9](=[O:34])[C:10]=1[C:11]1[NH:15][C:14]2[CH:23]=[C:24]([N:28]3[CH2:29][CH2:30][O:31][CH2:32][CH2:33]3)[CH:25]=[C:26]([CH3:27])[C:13]=2[N:12]=1. (5) Given the reactants [CH3:1][C:2]1[N:3]=[C:4]([CH:7]2[CH2:11][CH2:10][N:9](C(OC(C)(C)C)=O)[CH2:8]2)[S:5][CH:6]=1, predict the reaction product. The product is: [CH3:1][C:2]1[N:3]=[C:4]([CH:7]2[CH2:11][CH2:10][NH:9][CH2:8]2)[S:5][CH:6]=1.